From a dataset of Forward reaction prediction with 1.9M reactions from USPTO patents (1976-2016). Predict the product of the given reaction. (1) Given the reactants [CH2:1]([O:3][C:4](=[O:12])[CH2:5][CH:6]1[CH2:11][CH2:10][NH:9][CH2:8][CH2:7]1)[CH3:2].[CH3:13][S:14](Cl)(=[O:16])=[O:15], predict the reaction product. The product is: [CH2:1]([O:3][C:4](=[O:12])[CH2:5][CH:6]1[CH2:11][CH2:10][N:9]([S:14]([CH3:13])(=[O:16])=[O:15])[CH2:8][CH2:7]1)[CH3:2]. (2) Given the reactants C([O:8][C:9]([CH3:42])([CH3:41])[CH2:10][O:11][C:12]1[C:13]([O:39][CH3:40])=[N:14][C:15]2[C:20]([C:21]=1[Cl:22])=[CH:19][C:18]([C:23]([C:31]1[C:32]([CH3:38])=[N:33][C:34]([CH3:37])=[CH:35][CH:36]=1)([C:25]1[N:29]([CH3:30])[N:28]=[N:27][CH:26]=1)[OH:24])=[CH:17][CH:16]=2)C1C=CC=CC=1.ClC1C2C(=CC=C(C(C3C(C)=NC(C)=CC=3)(O)C3N(C)N=NC=3)C=2)N=C(OC)C=1O.C(OC(C)(C)CO)C1C=CC=CC=1.C1C=CC(P(C2C=CC=CC=2)C2C=CC=CC=2)=CC=1.CC(OC(/N=N/C(OC(C)C)=O)=O)C, predict the reaction product. The product is: [Cl:22][C:21]1[C:20]2[C:15](=[CH:16][CH:17]=[C:18]([C:23]([C:31]3[C:32]([CH3:38])=[N:33][C:34]([CH3:37])=[CH:35][CH:36]=3)([OH:24])[C:25]3[N:29]([CH3:30])[N:28]=[N:27][CH:26]=3)[CH:19]=2)[N:14]=[C:13]([O:39][CH3:40])[C:12]=1[O:11][CH2:10][C:9]([CH3:42])([OH:8])[CH3:41]. (3) Given the reactants Br[C:2]1[CH:7]=[CH:6][C:5]([CH2:8][N:9]2[C:14](=[O:15])[C:13]([C:16]([NH:18][CH2:19][C:20]([OH:22])=[O:21])=[O:17])=[C:12]([OH:23])[C:11]([CH:24]([CH3:26])[CH3:25])=[N:10]2)=[CH:4][CH:3]=1.[N+:27]([C:30]1[CH:35]=[CH:34][C:33](B(O)O)=[CH:32][CH:31]=1)([O-:29])=[O:28].C(=O)([O-])[O-].[K+].[K+].Cl, predict the reaction product. The product is: [OH:23][C:12]1[C:11]([CH:24]([CH3:26])[CH3:25])=[N:10][N:9]([CH2:8][C:5]2[CH:6]=[CH:7][C:2]([C:33]3[CH:34]=[CH:35][C:30]([N+:27]([O-:29])=[O:28])=[CH:31][CH:32]=3)=[CH:3][CH:4]=2)[C:14](=[O:15])[C:13]=1[C:16]([NH:18][CH2:19][C:20]([OH:22])=[O:21])=[O:17]. (4) Given the reactants C(=O)([O-])[O-].[K+].[K+].[I-].[K+].Cl[CH2:10][CH2:11][O:12][CH2:13][CH2:14]Cl.[NH2:16][C:17]1[CH:18]=[CH:19][C:20]([O:27][CH2:28][C:29]2[CH:34]=[CH:33][CH:32]=[CH:31][CH:30]=2)=[C:21]([CH:26]=1)[C:22]([O:24][CH3:25])=[O:23], predict the reaction product. The product is: [CH2:28]([O:27][C:20]1[CH:19]=[CH:18][C:17]([N:16]2[CH2:14][CH2:13][O:12][CH2:11][CH2:10]2)=[CH:26][C:21]=1[C:22]([O:24][CH3:25])=[O:23])[C:29]1[CH:34]=[CH:33][CH:32]=[CH:31][CH:30]=1. (5) Given the reactants Cl[C:2]1[C:3]2[C:4](=[CH:16][N:17](CC3C=CC(OC)=CC=3)[N:18]=2)[N:5]=[C:6]([C:8]2[CH:13]=[CH:12][CH:11]=[C:10]([O:14][CH3:15])[CH:9]=2)[N:7]=1.[NH:28]1[C:36]2[C:31](=[CH:32][CH:33]=[C:34]([NH2:37])[CH:35]=2)[CH:30]=[N:29]1.Cl, predict the reaction product. The product is: [NH:28]1[C:36]2[C:31](=[CH:32][CH:33]=[C:34]([NH:37][C:2]3[C:3]4[NH:18][N:17]=[CH:16][C:4]=4[N:5]=[C:6]([C:8]4[CH:13]=[CH:12][CH:11]=[C:10]([O:14][CH3:15])[CH:9]=4)[N:7]=3)[CH:35]=2)[CH:30]=[N:29]1. (6) The product is: [F:1][C:2]1[CH:30]=[CH:29][CH:28]=[C:27]([F:31])[C:3]=1[C:4]([N:6]([CH3:32])[C:7]([N:8]([C:10]1[CH:15]=[CH:14][C:13]([S:16][C:17]([F:22])([F:23])[C:18]([F:21])([F:20])[F:19])=[C:12]([CH3:24])[C:11]=1[CH3:25])[CH3:9])=[O:26])=[O:5]. Given the reactants [F:1][C:2]1[CH:30]=[CH:29][CH:28]=[C:27]([F:31])[C:3]=1[C:4]([NH:6][C:7](=[O:26])[N:8]([C:10]1[CH:15]=[CH:14][C:13]([S:16][C:17]([F:23])([F:22])[C:18]([F:21])([F:20])[F:19])=[C:12]([CH3:24])[C:11]=1[CH3:25])[CH3:9])=[O:5].[CH3:32]I.[H-].[Na+].[Cl-].[NH4+], predict the reaction product. (7) Given the reactants [C:1]([O:5][N:6]=[C:7]1[C:16]2[C:11](=[CH:12][C:13]([C:17]#[C:18][C:19]3[CH:24]=[CH:23][CH:22]=[C:21]([NH2:25])[CH:20]=3)=[CH:14][CH:15]=2)[O:10][C:9]([C:26]2[N:27]=[CH:28][C:29]3[C:34]([CH:35]=2)=[CH:33][CH:32]=[CH:31][CH:30]=3)=[CH:8]1)([CH3:4])([CH3:3])[CH3:2].[H-].[Na+].I[CH3:39], predict the reaction product. The product is: [C:1]([O:5][N:6]=[C:7]1[C:16]2[C:11](=[CH:12][C:13]([C:17]#[C:18][C:19]3[CH:24]=[CH:23][CH:22]=[C:21]([NH:25][CH3:39])[CH:20]=3)=[CH:14][CH:15]=2)[O:10][C:9]([C:26]2[N:27]=[CH:28][C:29]3[C:34]([CH:35]=2)=[CH:33][CH:32]=[CH:31][CH:30]=3)=[CH:8]1)([CH3:4])([CH3:2])[CH3:3]. (8) Given the reactants [C:1]([C:3]([C:6]1[CH:7]=[C:8]([CH:30]=[CH:31][CH:32]=1)[C:9]([NH:11][C:12]1[CH:17]=[CH:16][C:15]([C:18]#[N:19])=[C:14]([O:20][C:21]2[CH:26]=[CH:25][C:24]([N+:27]([O-])=O)=[CH:23][N:22]=2)[CH:13]=1)=[O:10])([CH3:5])[CH3:4])#[N:2], predict the reaction product. The product is: [NH2:27][C:24]1[CH:25]=[CH:26][C:21]([O:20][C:14]2[CH:13]=[C:12]([NH:11][C:9](=[O:10])[C:8]3[CH:30]=[CH:31][CH:32]=[C:6]([C:3]([C:1]#[N:2])([CH3:5])[CH3:4])[CH:7]=3)[CH:17]=[CH:16][C:15]=2[C:18]#[N:19])=[N:22][CH:23]=1. (9) Given the reactants Br[CH:2]([CH2:5][CH2:6][C:7]1[CH:12]=[CH:11][C:10]([C:13]([O:15][CH3:16])=[O:14])=[CH:9][CH:8]=1)[CH:3]=O.[NH2:17][C:18]1[N:23]=[C:22]([NH2:24])[CH:21]=[C:20]([OH:25])[N:19]=1, predict the reaction product. The product is: [NH2:17][C:18]1[NH:23][C:22]2[NH:24][CH:3]=[C:2]([CH2:5][CH2:6][C:7]3[CH:12]=[CH:11][C:10]([C:13]([O:15][CH3:16])=[O:14])=[CH:9][CH:8]=3)[C:21]=2[C:20](=[O:25])[N:19]=1.